Dataset: Peptide-MHC class II binding affinity with 134,281 pairs from IEDB. Task: Regression. Given a peptide amino acid sequence and an MHC pseudo amino acid sequence, predict their binding affinity value. This is MHC class II binding data. (1) The peptide sequence is GKIILVAVHVASGYI. The MHC is DRB5_0101 with pseudo-sequence DRB5_0101. The binding affinity (normalized) is 0.334. (2) The peptide sequence is EKKYFAATQFEPLAT. The MHC is DRB1_0701 with pseudo-sequence DRB1_0701. The binding affinity (normalized) is 0.592. (3) The peptide sequence is AAATAGTTVYGASAA. The MHC is HLA-DQA10102-DQB10602 with pseudo-sequence HLA-DQA10102-DQB10602. The binding affinity (normalized) is 0.708. (4) The peptide sequence is AMRVTKDTNDNNLYK. The MHC is DRB1_0401 with pseudo-sequence DRB1_0401. The binding affinity (normalized) is 0.141. (5) The peptide sequence is VHRGAVPRRGPRGGP. The MHC is DRB1_1602 with pseudo-sequence DRB1_1602. The binding affinity (normalized) is 0.165. (6) The peptide sequence is SWGAIWRIDTPEVLK. The MHC is DRB1_0301 with pseudo-sequence DRB1_0301. The binding affinity (normalized) is 0.641. (7) The peptide sequence is REALAQTHSAIAVII. The MHC is DRB1_0101 with pseudo-sequence DRB1_0101. The binding affinity (normalized) is 0.777. (8) The peptide sequence is GLCAFLATRIFGRRS. The MHC is DRB3_0101 with pseudo-sequence DRB3_0101. The binding affinity (normalized) is 0.